From a dataset of Reaction yield outcomes from USPTO patents with 853,638 reactions. Predict the reaction yield, written as a fraction of the theoretical maximum amount of product (1.0 means a 100% yield; for example, 0.34 means a 34% yield). (1) The reactants are O[C:2]1[CH:7]=[CH:6][N:5]2[N:8]=[CH:9][C:10]([C:11]([O:13][CH2:14][CH3:15])=[O:12])=[C:4]2[N:3]=1.F[P-](F)(F)(F)(F)F.N1(O[P+](N(C)C)(N(C)C)N(C)C)C2C=CC=CC=2N=N1.CCN(C(C)C)C(C)C.Cl.Cl.[Cl:54][C:55]1[C:60]([C@H:61]2[CH2:65][CH2:64][CH2:63][NH:62]2)=[CH:59][C:58]([F:66])=[CH:57][N:56]=1. The catalyst is CN(C=O)C. The product is [Cl:54][C:55]1[C:60]([C@H:61]2[CH2:65][CH2:64][CH2:63][N:62]2[C:2]2[CH:7]=[CH:6][N:5]3[N:8]=[CH:9][C:10]([C:11]([O:13][CH2:14][CH3:15])=[O:12])=[C:4]3[N:3]=2)=[CH:59][C:58]([F:66])=[CH:57][N:56]=1. The yield is 0.680. (2) The reactants are [CH2:1]([S:3][C:4]1[CH:9]=[C:8]([Cl:10])[CH:7]=[C:6]([Cl:11])[CH:5]=1)[CH3:2].C([Li])CCC.CN(C)[CH:19]=[O:20]. The catalyst is O1CCCC1. The product is [Cl:10][C:8]1[CH:9]=[C:4]([S:3][CH2:1][CH3:2])[CH:5]=[C:6]([Cl:11])[C:7]=1[CH:19]=[O:20]. The yield is 0.970. (3) The reactants are [Br:1][C:2]1[CH:7]=[CH:6][C:5]([O:8][CH3:9])=[CH:4][C:3]=1[N+:10]([O-])=O. The catalyst is C(O)C.[Ni]. The product is [Br:1][C:2]1[CH:7]=[CH:6][C:5]([O:8][CH3:9])=[CH:4][C:3]=1[NH2:10]. The yield is 0.860. (4) The reactants are [N+:1]([C:4]1[CH:5]=[N:6][NH:7][CH:8]=1)([O-:3])=[O:2].C(=O)([O-])[O-].[Cs+].[Cs+].Cl[CH2:16][C:17]1[C:18]([CH3:23])=[N:19][O:20][C:21]=1[CH3:22]. The catalyst is CN(C=O)C.O. The product is [CH3:23][C:18]1[C:17]([CH2:16][N:6]2[CH:5]=[C:4]([N+:1]([O-:3])=[O:2])[CH:8]=[N:7]2)=[C:21]([CH3:22])[O:20][N:19]=1. The yield is 0.670. (5) The reactants are [Li+].C[Si]([N-][Si](C)(C)C)(C)C.[C:11](#[N:13])[CH3:12].[O:14]1[CH2:19][CH2:18][CH:17]([C:20](OC)=[O:21])[CH2:16][CH2:15]1. The catalyst is C1COCC1. The product is [O:21]=[C:20]([CH:17]1[CH2:18][CH2:19][O:14][CH2:15][CH2:16]1)[CH2:12][C:11]#[N:13]. The yield is 0.660. (6) The reactants are [NH:1]1[C:9]2[C:4](=[CH:5][CH:6]=[CH:7][CH:8]=2)[C:3]2([C:13]3=[CH:14][C:15]4[O:19][CH2:18][O:17][C:16]=4[CH:20]=[C:12]3[O:11][CH2:10]2)[C:2]1=[O:21].[CH3:22][N:23]1[CH2:28][CH2:27][NH:26][CH2:25][CH2:24]1.[CH2:29]=O. The catalyst is CO. The product is [CH3:22][N:23]1[CH2:28][CH2:27][N:26]([CH2:29][N:1]2[C:9]3[C:4](=[CH:5][CH:6]=[CH:7][CH:8]=3)[C:3]3([C:13]4=[CH:14][C:15]5[O:19][CH2:18][O:17][C:16]=5[CH:20]=[C:12]4[O:11][CH2:10]3)[C:2]2=[O:21])[CH2:25][CH2:24]1. The yield is 0.810. (7) The catalyst is O1CCOCC1. The yield is 0.600. The reactants are [NH2:1][C:2]1[CH:7]=[CH:6][CH:5]=[CH:4][C:3]=1[SH:8].[Br:9][C:10]1[CH:17]=[C:14]([CH:15]=O)[C:13]([OH:18])=[CH:12][CH:11]=1. The product is [S:8]1[C:3]2[CH:4]=[CH:5][CH:6]=[CH:7][C:2]=2[N:1]=[C:15]1[C:14]1[CH:17]=[C:10]([Br:9])[CH:11]=[CH:12][C:13]=1[OH:18]. (8) The reactants are [Cl:1][C:2]1[CH:3]=[C:4]([CH:8]=[CH:9][N:10]=1)[C:5](O)=[O:6].O=S(Cl)[Cl:13]. The catalyst is CN(C=O)C. The product is [Cl:1][C:2]1[CH:3]=[C:4]([CH:8]=[CH:9][N:10]=1)[C:5]([Cl:13])=[O:6]. The yield is 0.720. (9) The reactants are [C:1]1([CH:7]([C:14]2[CH:19]=[CH:18][CH:17]=[C:16]([C:20]([F:23])([F:22])[F:21])[CH:15]=2)[N:8]2[CH2:13][CH2:12][NH:11][CH2:10][CH2:9]2)[CH:6]=[CH:5][CH:4]=[CH:3][CH:2]=1.Br[CH2:25][C:26]([O:28][C:29]([CH3:32])([CH3:31])[CH3:30])=[O:27].C(N(CC)CC)C.O. The catalyst is C(#N)C.C(Cl)Cl. The product is [C:1]1([CH:7]([C:14]2[CH:19]=[CH:18][CH:17]=[C:16]([C:20]([F:23])([F:22])[F:21])[CH:15]=2)[N:8]2[CH2:9][CH2:10][N:11]([CH2:25][C:26]([O:28][C:29]([CH3:32])([CH3:31])[CH3:30])=[O:27])[CH2:12][CH2:13]2)[CH:6]=[CH:5][CH:4]=[CH:3][CH:2]=1. The yield is 0.670.